From a dataset of Forward reaction prediction with 1.9M reactions from USPTO patents (1976-2016). Predict the product of the given reaction. (1) Given the reactants [CH:1]1[N:6]=[C:5]2[N:7]([C@@H:10]3[O:14][C@H:13]([CH2:15][O:16][P:17]([O:20][P:21]([O:24][P:25]([OH:28])([OH:27])=[O:26])([OH:23])=[O:22])([OH:19])=[O:18])[C@@H:12]([OH:29])[CH2:11]3)[CH:8]=[N:9][C:4]2=[C:3]([NH2:30])[N:2]=1.[OH:31]P(=O)(OC[C@H]1O[C@@H](N2C=C(C)C(=O)NC2=O)C[C@@H]1O)OP(=O)(OP(=O)(O)O)O.P(OC[C@H]1O[C@@H](N2C3N=C(N)NC(=O)C=3N=C2)C[C@@H]1O)(OP(OP(O)(O)=O)(O)=O)(=O)O.P(OC[C@H]1O[C@@H](N2C=CC(N)=NC2=O)C[C@@H]1O)(OP(OP(O)(O)=O)(O)=O)(=O)O, predict the reaction product. The product is: [P:17]([O:16][CH2:15][C@H:13]1[O:14][C@@H:10]([N:7]2[C:5]3[N:6]=[CH:1][N:2]=[C:3]([NH2:30])[C:4]=3[N:9]=[CH:8]2)[C@H:11]([OH:31])[C@@H:12]1[OH:29])([O:20][P:21]([O:24][P:25]([OH:28])([OH:27])=[O:26])([OH:23])=[O:22])(=[O:19])[OH:18]. (2) The product is: [NH2:19][CH2:18][CH2:17][NH:16][S:13]([C:11]1[S:12][C:8]([C:5]2[N:4]=[C:3]([NH:27][C:28]3[CH:32]=[C:31]([CH:33]4[CH2:34][CH2:35]4)[NH:30][N:29]=3)[C:2]([Cl:1])=[CH:7][N:6]=2)=[CH:9][CH:10]=1)(=[O:15])=[O:14]. Given the reactants [Cl:1][C:2]1[C:3]([NH:27][C:28]2[CH:32]=[C:31]([CH:33]3[CH2:35][CH2:34]3)[NH:30][N:29]=2)=[N:4][C:5]([C:8]2[S:12][C:11]([S:13]([NH:16][CH2:17][CH2:18][NH:19]C(=O)OC(C)(C)C)(=[O:15])=[O:14])=[CH:10][CH:9]=2)=[N:6][CH:7]=1.Cl.CC1C=CC(COC(NNC(C2C=NC=CN=2)=O)=O)=CC=1.C([O-])([O-])=O.[Na+].[Na+], predict the reaction product. (3) The product is: [C:4]([N:7]1[C:16]2[C:11](=[CH:12][C:13]([C:17]3[CH:18]=[CH:19][C:20]([C:23]([OH:25])=[O:24])=[N:21][CH:22]=3)=[CH:14][CH:15]=2)[C@H:10]([NH:27][C:28]2[CH:33]=[N:32][C:31]([C:34]#[N:35])=[CH:30][N:29]=2)[CH2:9][C@@H:8]1[CH3:36])(=[O:6])[CH3:5]. Given the reactants O.[OH-].[Li+].[C:4]([N:7]1[C:16]2[C:11](=[CH:12][C:13]([C:17]3[CH:18]=[CH:19][C:20]([C:23]([O:25]C)=[O:24])=[N:21][CH:22]=3)=[CH:14][CH:15]=2)[C@H:10]([NH:27][C:28]2[CH:33]=[N:32][C:31]([C:34]#[N:35])=[CH:30][N:29]=2)[CH2:9][C@@H:8]1[CH3:36])(=[O:6])[CH3:5].C(O)(=O)C, predict the reaction product. (4) Given the reactants [Br:1][C:2]1[N:6]2[C:7]([CH3:12])=[CH:8][N:9]=[C:10](Cl)[C:5]2=[N:4][CH:3]=1.Cl.[NH2:14][CH2:15][C:16]1[CH:21]=[CH:20][C:19]([S:22]([NH2:25])(=[O:24])=[O:23])=[CH:18][CH:17]=1.CCN(C(C)C)C(C)C, predict the reaction product. The product is: [Br:1][C:2]1[N:6]2[C:7]([CH3:12])=[CH:8][N:9]=[C:10]([NH:14][CH2:15][C:16]3[CH:17]=[CH:18][C:19]([S:22]([NH2:25])(=[O:23])=[O:24])=[CH:20][CH:21]=3)[C:5]2=[N:4][CH:3]=1.